This data is from Forward reaction prediction with 1.9M reactions from USPTO patents (1976-2016). The task is: Predict the product of the given reaction. (1) Given the reactants [O:1]=[C:2]1[CH2:6][S:5][C:4](=[S:7])[N:3]1[NH:8][C:9]1[CH:17]=[CH:16][CH:15]=[CH:14][C:10]=1[C:11]([OH:13])=[O:12].[N+:18]([C:21]1[CH:22]=[C:23]([C:27]2[O:31][C:30]([CH:32]=O)=[CH:29][CH:28]=2)[CH:24]=[CH:25][CH:26]=1)([O-:20])=[O:19].C(O)(=O)C.C(O)(=O)C.C(N)CN.S([O-])(O)=O.[Na+], predict the reaction product. The product is: [N+:18]([C:21]1[CH:22]=[C:23]([C:27]2[O:31][C:30]([CH:32]=[C:6]3[S:5][C:4](=[S:7])[N:3]([NH:8][C:9]4[CH:17]=[CH:16][CH:15]=[CH:14][C:10]=4[C:11]([OH:13])=[O:12])[C:2]3=[O:1])=[CH:29][CH:28]=2)[CH:24]=[CH:25][CH:26]=1)([O-:20])=[O:19]. (2) The product is: [SiH4:4].[CH3:1][O:3][C:14]1[NH:15][O:16][C:17]2[CH:22]=[CH:21][CH:20]=[CH:19][C:18]=2[CH:13]=1. Given the reactants [CH2:1]([O:3][SiH:4](OCC)OCC)C.CO[C:13]1[C:18]2[CH:19]=[CH:20][CH:21]=[CH:22][C:17]=2[O:16][NH:15][CH:14]=1.C1C=CC(S(C2C(S([O-])(=O)=O)=CC=CC=2)(=O)=O)=CC=1.[K+], predict the reaction product. (3) Given the reactants CO.[CH3:3][C:4]([S:37]([CH3:40])(=[O:39])=[O:38])([CH2:15][CH2:16][N:17]1[CH:22]=[CH:21][C:20]([C:23]2[CH:28]=[CH:27][C:26]([O:29][C:30]3[CH:35]=[CH:34][CH:33]=[CH:32][N:31]=3)=[CH:25][CH:24]=2)=[CH:19][C:18]1=[O:36])[C:5]([NH:7][O:8]C1CCCCO1)=[O:6], predict the reaction product. The product is: [OH:8][NH:7][C:5](=[O:6])[C:4]([CH3:3])([S:37]([CH3:40])(=[O:39])=[O:38])[CH2:15][CH2:16][N:17]1[CH:22]=[CH:21][C:20]([C:23]2[CH:24]=[CH:25][C:26]([O:29][C:30]3[CH:35]=[CH:34][CH:33]=[CH:32][N:31]=3)=[CH:27][CH:28]=2)=[CH:19][C:18]1=[O:36]. (4) Given the reactants C([BH3-])#N.[Na+].[Br:5][C:6]1[CH:7]=[C:8]([CH:11]=O)[S:9][CH:10]=1.[NH:13]1[CH2:18][CH2:17][O:16][CH2:15][CH2:14]1.C(=O)(O)[O-].[Na+], predict the reaction product. The product is: [Br:5][C:6]1[CH:7]=[C:8]([CH2:11][N:13]2[CH2:18][CH2:17][O:16][CH2:15][CH2:14]2)[S:9][CH:10]=1. (5) Given the reactants [F:1][C:2]1[CH:10]=[CH:9][C:5]([C:6]([OH:8])=[O:7])=[C:4]([N+:11]([O-:13])=[O:12])[CH:3]=1.[C:14](OC(OC(O[C:14]([CH3:17])([CH3:16])[CH3:15])=O)=O)([CH3:17])([CH3:16])[CH3:15], predict the reaction product. The product is: [C:14]([O:7][C:6](=[O:8])[C:5]1[CH:9]=[CH:10][C:2]([F:1])=[CH:3][C:4]=1[N+:11]([O-:13])=[O:12])([CH3:17])([CH3:16])[CH3:15]. (6) The product is: [CH2:1]([O:8][C:9]([N:11]([CH2:32][C:33]([N:35]1[CH2:39][C@@H:38]([F:40])[CH2:37][C@H:36]1[C:41]#[N:42])=[O:34])[C:12]12[CH2:13][CH2:14][C:15]([C:20]([N:43]3[CH2:47][CH2:46][CH2:45][CH2:44][CH2:49]3)=[O:21])([CH2:18][CH2:19]1)[CH2:16][CH2:17]2)=[O:10])[C:2]1[CH:3]=[CH:4][CH:5]=[CH:6][CH:7]=1. Given the reactants [CH2:1]([O:8][C:9]([N:11]([CH2:32][C:33]([N:35]1[CH2:39][C@@H:38]([F:40])[CH2:37][C@H:36]1[C:41]#[N:42])=[O:34])[C:12]12[CH2:19][CH2:18][C:15]([C:20](ON3C4C=CC=CC=4N=N3)=[O:21])([CH2:16][CH2:17]1)[CH2:14][CH2:13]2)=[O:10])[C:2]1[CH:7]=[CH:6][CH:5]=[CH:4][CH:3]=1.[NH:43]1[CH2:47][CH2:46][CH2:45][CH2:44]1.O1CCC[CH2:49]1, predict the reaction product. (7) Given the reactants Br[CH2:2][C:3]1[CH:7]=[N:6][S:5][N:4]=1.[OH:8][C:9]1[CH:14]=[CH:13][C:12]([CH2:15][C:16](=[O:18])[CH3:17])=[CH:11][CH:10]=1, predict the reaction product. The product is: [S:5]1[N:6]=[CH:7][C:3]([CH2:2][O:8][C:9]2[CH:10]=[CH:11][C:12]([CH2:15][C:16](=[O:18])[CH3:17])=[CH:13][CH:14]=2)=[N:4]1. (8) Given the reactants [C:1]([C:3]1[CH:22]=[C:21]([C:23]2[CH:28]=[CH:27][N:26]=[C:25]([NH:29][C:30]3[CH:35]=[CH:34][C:33]([N:36]4[CH2:41][CH2:40][O:39][CH2:38][CH2:37]4)=[CH:32][CH:31]=3)[N:24]=2)[CH:20]=[CH:19][C:4]=1[O:5][CH:6]1[CH2:11][CH2:10][N:9]([C:12](OC(C)(C)C)=[O:13])[CH2:8][CH2:7]1)#[N:2].CCN(CC)CC.CN(C(ON1N=NC2C=CC=CC1=2)=[N+](C)C)C.F[P-](F)(F)(F)(F)F.[C:73](O)(=O)[C@H:74](C)[OH:75], predict the reaction product. The product is: [OH:75][C@@H:74]([CH3:73])[C:12]([N:9]1[CH2:8][CH2:7][CH:6]([O:5][C:4]2[CH:19]=[CH:20][C:21]([C:23]3[CH:28]=[CH:27][N:26]=[C:25]([NH:29][C:30]4[CH:35]=[CH:34][C:33]([N:36]5[CH2:37][CH2:38][O:39][CH2:40][CH2:41]5)=[CH:32][CH:31]=4)[N:24]=3)=[CH:22][C:3]=2[C:1]#[N:2])[CH2:11][CH2:10]1)=[O:13].